This data is from Forward reaction prediction with 1.9M reactions from USPTO patents (1976-2016). The task is: Predict the product of the given reaction. (1) The product is: [F:26][C:25]([F:27])([F:28])[C:24]([C:21]1[CH:22]=[CH:23][C:18]([CH2:17][N:13]2[CH2:14][CH2:15][N:10]([C:7]3[CH:6]=[CH:5][C:4]([N+:1]([O-:3])=[O:2])=[CH:9][CH:8]=3)[CH2:11][CH2:12]2)=[CH:19][CH:20]=1)([OH:33])[C:29]([F:30])([F:32])[F:31]. Given the reactants [N+:1]([C:4]1[CH:9]=[CH:8][C:7]([N:10]2[CH2:15][CH2:14][NH:13][CH2:12][CH2:11]2)=[CH:6][CH:5]=1)([O-:3])=[O:2].Br[CH2:17][C:18]1[CH:23]=[CH:22][C:21]([C:24]([OH:33])([C:29]([F:32])([F:31])[F:30])[C:25]([F:28])([F:27])[F:26])=[CH:20][CH:19]=1.C(=O)([O-])[O-].[K+].[K+], predict the reaction product. (2) Given the reactants [Br:1][C:2]1[CH:7]=[C:6]([Cl:8])[CH:5]=[C:4]([CH2:9]Br)[CH:3]=1.[C:11]1(=[O:21])[NH:15][C:14](=[O:16])[C:13]2=[CH:17][CH:18]=[CH:19][CH:20]=[C:12]12.[K], predict the reaction product. The product is: [Br:1][C:2]1[CH:3]=[C:4]([CH:5]=[C:6]([Cl:8])[CH:7]=1)[CH2:9][N:15]1[C:11](=[O:21])[C:12]2[C:13](=[CH:17][CH:18]=[CH:19][CH:20]=2)[C:14]1=[O:16].